Dataset: NCI-60 drug combinations with 297,098 pairs across 59 cell lines. Task: Regression. Given two drug SMILES strings and cell line genomic features, predict the synergy score measuring deviation from expected non-interaction effect. (1) Drug 2: C#CCC(CC1=CN=C2C(=N1)C(=NC(=N2)N)N)C3=CC=C(C=C3)C(=O)NC(CCC(=O)O)C(=O)O. Synergy scores: CSS=25.6, Synergy_ZIP=1.80, Synergy_Bliss=2.15, Synergy_Loewe=2.24, Synergy_HSA=2.24. Drug 1: COC1=C(C=C2C(=C1)N=CN=C2NC3=CC(=C(C=C3)F)Cl)OCCCN4CCOCC4. Cell line: A549. (2) Synergy scores: CSS=34.1, Synergy_ZIP=0.761, Synergy_Bliss=1.75, Synergy_Loewe=-3.07, Synergy_HSA=1.90. Drug 2: N.N.Cl[Pt+2]Cl. Cell line: DU-145. Drug 1: C1C(C(OC1N2C=NC3=C2NC=NCC3O)CO)O. (3) Drug 1: C1CC(=O)NC(=O)C1N2CC3=C(C2=O)C=CC=C3N. Drug 2: CCCS(=O)(=O)NC1=C(C(=C(C=C1)F)C(=O)C2=CNC3=C2C=C(C=N3)C4=CC=C(C=C4)Cl)F. Cell line: A549. Synergy scores: CSS=11.0, Synergy_ZIP=-2.58, Synergy_Bliss=3.05, Synergy_Loewe=1.68, Synergy_HSA=2.34. (4) Drug 1: C1=NC2=C(N1)C(=S)N=CN2. Drug 2: CC(C)CN1C=NC2=C1C3=CC=CC=C3N=C2N. Cell line: NCI-H522. Synergy scores: CSS=33.5, Synergy_ZIP=-1.74, Synergy_Bliss=-2.42, Synergy_Loewe=-5.94, Synergy_HSA=-2.57. (5) Drug 1: CC(C)NC(=O)C1=CC=C(C=C1)CNNC.Cl. Cell line: U251. Drug 2: CC1C(C(CC(O1)OC2CC(CC3=C2C(=C4C(=C3O)C(=O)C5=C(C4=O)C(=CC=C5)OC)O)(C(=O)CO)O)N)O.Cl. Synergy scores: CSS=37.5, Synergy_ZIP=1.67, Synergy_Bliss=1.04, Synergy_Loewe=-21.1, Synergy_HSA=1.93. (6) Drug 1: CCCCCOC(=O)NC1=NC(=O)N(C=C1F)C2C(C(C(O2)C)O)O. Drug 2: C1=NC(=NC(=O)N1C2C(C(C(O2)CO)O)O)N. Cell line: SR. Synergy scores: CSS=31.0, Synergy_ZIP=-16.1, Synergy_Bliss=-19.6, Synergy_Loewe=-59.0, Synergy_HSA=-23.6.